The task is: Predict which catalyst facilitates the given reaction.. This data is from Catalyst prediction with 721,799 reactions and 888 catalyst types from USPTO. (1) Reactant: [C:1]([O:5][C:6]([N:8]1[CH2:13][CH2:12][CH:11]([C:14](=[O:31])[CH:15](C(OCC)=O)[CH2:16][CH2:17][C:18]2[CH:23]=[CH:22][C:21]([S:24][CH3:25])=[CH:20][CH:19]=2)[CH2:10][CH2:9]1)=[O:7])([CH3:4])([CH3:3])[CH3:2].[OH-].[K+]. Product: [C:1]([O:5][C:6]([N:8]1[CH2:9][CH2:10][CH:11]([C:14](=[O:31])[CH2:15][CH2:16][CH2:17][C:18]2[CH:19]=[CH:20][C:21]([S:24][CH3:25])=[CH:22][CH:23]=2)[CH2:12][CH2:13]1)=[O:7])([CH3:4])([CH3:3])[CH3:2]. The catalyst class is: 24. (2) Reactant: [F:1][C:2]1[C:3](=[O:24])[N:4]2[C:9](=[C:10]([C:21]([OH:23])=O)[C:11]=1[NH:12][C:13]1[CH:18]=[CH:17][C:16]([I:19])=[CH:15][C:14]=1[F:20])[CH2:8][CH2:7][CH2:6][CH2:5]2.C([O:29][CH2:30][CH2:31][O:32][NH2:33])(C)(C)C.ON1C2C=CC=CC=2N=N1.C(N=C=NCCCN(C)C)C.C(N(CC)CC)C. Product: [F:1][C:2]1[C:3](=[O:24])[N:4]2[C:9](=[C:10]([C:21]([NH:33][O:32][CH2:31][CH2:30][OH:29])=[O:23])[C:11]=1[NH:12][C:13]1[CH:18]=[CH:17][C:16]([I:19])=[CH:15][C:14]=1[F:20])[CH2:8][CH2:7][CH2:6][CH2:5]2. The catalyst class is: 59. (3) Reactant: [Cl:1][C:2]1[CH:7]=[CH:6][C:5]([NH2:8])=[CH:4][C:3]=1[C:9]1[S:10][C:11]2[CH:17]=[CH:16][C:15]([C:18]([F:21])([F:20])[F:19])=[CH:14][C:12]=2[N:13]=1.N1C=CC=CC=1.Cl[C:29]([O:31][CH3:32])=[O:30]. Product: [CH3:32][O:31][C:29](=[O:30])[NH:8][C:5]1[CH:6]=[CH:7][C:2]([Cl:1])=[C:3]([C:9]2[S:10][C:11]3[CH:17]=[CH:16][C:15]([C:18]([F:19])([F:21])[F:20])=[CH:14][C:12]=3[N:13]=2)[CH:4]=1. The catalyst class is: 22. (4) Reactant: [CH2:1]1[C:3]2([CH2:8][CH:7]([C:9]([O-:11])=[O:10])[CH2:6][NH:5][CH2:4]2)[CH2:2]1. Product: [CH2:2]1[C:3]2([CH2:8][CH:7]([C:9]([OH:11])=[O:10])[CH2:6][NH:5][CH2:4]2)[CH2:1]1. The catalyst class is: 137. (5) Reactant: Cl.[CH2:2]([O:4][C:5](=[O:8])[CH2:6][NH2:7])[CH3:3].C(N(CC)CC)C.[Cl:16][C:17]1[CH:18]=[C:19]2[C:24](=[CH:25][CH:26]=1)[CH:23]=[C:22]([S:27](Cl)(=[O:29])=[O:28])[CH:21]=[CH:20]2.Cl. Product: [Cl:16][C:17]1[CH:18]=[C:19]2[C:24](=[CH:25][CH:26]=1)[CH:23]=[C:22]([S:27]([NH:7][CH2:6][C:5]([O:4][CH2:2][CH3:3])=[O:8])(=[O:29])=[O:28])[CH:21]=[CH:20]2. The catalyst class is: 2. (6) Reactant: [N+:1]([C:4]1[C:8]2[C:9](=[O:13])[NH:10][CH2:11][CH2:12][C:7]=2[NH:6][C:5]=1[C:14]1[CH:19]=[CH:18][N:17]=[C:16](C2C=NC3C(C=2)=CC=CC=3)[CH:15]=1)([O-:3])=[O:2].[Cl:30]C1C=C(C2NC3CCNC(=O)C=3C=2)C=CN=1.[N+]([O-])(O)=O. Product: [Cl:30][C:16]1[CH:15]=[C:14]([C:5]2[NH:6][C:7]3[CH2:12][CH2:11][NH:10][C:9](=[O:13])[C:8]=3[C:4]=2[N+:1]([O-:3])=[O:2])[CH:19]=[CH:18][N:17]=1. The catalyst class is: 65.